Predict the reactants needed to synthesize the given product. From a dataset of Full USPTO retrosynthesis dataset with 1.9M reactions from patents (1976-2016). (1) Given the product [F:1][C:2]1[CH:3]=[CH:4][C:5]([C:8]2[C:16]3[C:11](=[CH:12][CH:13]=[C:14]([C:17]([NH:47][CH2:46][CH2:45][O:44][CH3:43])=[O:19])[CH:15]=3)[NH:10][N:9]=2)=[CH:6][CH:7]=1, predict the reactants needed to synthesize it. The reactants are: [F:1][C:2]1[CH:7]=[CH:6][C:5]([C:8]2[C:16]3[C:11](=[CH:12][CH:13]=[C:14]([C:17]([OH:19])=O)[CH:15]=3)[NH:10][N:9]=2)=[CH:4][CH:3]=1.O.ON1C2C=CC=CC=2N=N1.Cl.CN(C)CCCN=C=NCC.[CH3:43][O:44][CH2:45][CH2:46][NH2:47]. (2) The reactants are: O=[C:2]1[CH2:7][CH2:6][N:5]([C:8]([O:10][C:11]([CH3:14])([CH3:13])[CH3:12])=[O:9])[CH2:4][CH2:3]1.[CH3:15][N:16]1[CH2:21][CH2:20][NH:19][CH2:18][CH2:17]1.C(O)(=O)C.C(O[BH-](OC(=O)C)OC(=O)C)(=O)C.[Na+]. Given the product [CH3:15][N:16]1[CH2:21][CH2:20][N:19]([CH:2]2[CH2:7][CH2:6][N:5]([C:8]([O:10][C:11]([CH3:14])([CH3:13])[CH3:12])=[O:9])[CH2:4][CH2:3]2)[CH2:18][CH2:17]1, predict the reactants needed to synthesize it. (3) Given the product [NH2:1][CH:4]([C:32]1[CH:33]=[CH:34][CH:35]=[CH:36][CH:37]=1)[C:5]1[CH:6]=[C:7]([CH:29]=[CH:30][CH:31]=1)[O:8][CH2:9][C:10]1[CH:28]=[CH:27][C:13]([C:14]([NH:16][CH2:17][CH2:18][CH2:19][CH:20]([O:24][CH2:25][CH3:26])[O:21][CH2:22][CH3:23])=[O:15])=[CH:12][CH:11]=1, predict the reactants needed to synthesize it. The reactants are: [N:1]([CH:4]([C:32]1[CH:37]=[CH:36][CH:35]=[CH:34][CH:33]=1)[C:5]1[CH:6]=[C:7]([CH:29]=[CH:30][CH:31]=1)[O:8][CH2:9][C:10]1[CH:28]=[CH:27][C:13]([C:14]([NH:16][CH2:17][CH2:18][CH2:19][CH:20]([O:24][CH2:25][CH3:26])[O:21][CH2:22][CH3:23])=[O:15])=[CH:12][CH:11]=1)=[N+]=[N-].C1(P(C2C=CC=CC=2)C2C=CC=CC=2)C=CC=CC=1.O. (4) Given the product [OH:14][CH2:15][CH2:16][NH:17][C:18]([C:20]1[S:21][C:22]([CH:25]=[CH:2][C:1]([C:4]2[C:5](=[O:13])[N:6]([CH3:12])[C:7]([CH3:11])=[CH:8][C:9]=2[OH:10])=[O:3])=[CH:23][CH:24]=1)=[O:19], predict the reactants needed to synthesize it. The reactants are: [C:1]([C:4]1[C:5](=[O:13])[N:6]([CH3:12])[C:7]([CH3:11])=[CH:8][C:9]=1[OH:10])(=[O:3])[CH3:2].[OH:14][CH2:15][CH2:16][NH:17][C:18]([C:20]1[S:21][C:22]([CH:25]=O)=[CH:23][CH:24]=1)=[O:19]. (5) Given the product [C:1]1([C:7]2[CH:12]=[CH:11][C:10]3[N:13]=[C:26]([C:25]4[CH:28]=[CH:29][C:22]([NH:19][C:35]([C:31]5[NH:30][CH:34]=[CH:33][CH:32]=5)=[O:36])=[CH:23][CH:24]=4)[NH:16][C:9]=3[CH:8]=2)[CH:6]=[CH:5][CH:4]=[CH:3][CH:2]=1, predict the reactants needed to synthesize it. The reactants are: [C:1]1([C:7]2[CH:12]=[CH:11][C:10]([N+:13]([O-])=O)=[C:9]([N+:16]([O-])=O)[CH:8]=2)[CH:6]=[CH:5][CH:4]=[CH:3][CH:2]=1.[N+:19]([C:22]1[CH:29]=[CH:28][C:25]([CH:26]=O)=[CH:24][CH:23]=1)([O-])=O.[NH:30]1[CH:34]=[CH:33][CH:32]=[C:31]1[C:35](O)=[O:36]. (6) Given the product [CH3:32][C:33]1[N:34]=[CH:35][C:36]([C:39]#[N:42])=[N:37][CH:38]=1, predict the reactants needed to synthesize it. The reactants are: FC1C2C(C(=O)NC)=C(C3C=CC(F)=CC=3)OC=2C=CC=1C1C=C(C=CC=1C)C(O)=O.[CH3:32][C:33]1[N:34]=[CH:35][C:36]([C:39]2([NH2:42])CC2)=[N:37][CH:38]=1. (7) Given the product [CH2:21]([N:28]1[CH2:32][C@@H:31]([C:33]2[CH:38]=[CH:37][C:36]([F:39])=[CH:35][C:34]=2[CH3:40])[C@H:30]([N:41]([CH3:42])[C:14](=[O:15])[C:13]([C:5]2[CH:4]=[C:3]([C:2]([F:20])([F:19])[F:1])[CH:8]=[C:7]([C:9]([F:12])([F:11])[F:10])[CH:6]=2)([CH3:18])[CH3:17])[CH2:29]1)[C:22]1[CH:27]=[CH:26][CH:25]=[CH:24][CH:23]=1, predict the reactants needed to synthesize it. The reactants are: [F:1][C:2]([F:20])([F:19])[C:3]1[CH:4]=[C:5]([C:13]([CH3:18])([CH3:17])[C:14](Cl)=[O:15])[CH:6]=[C:7]([C:9]([F:12])([F:11])[F:10])[CH:8]=1.[CH2:21]([N:28]1[CH2:32][C@@H:31]([C:33]2[CH:38]=[CH:37][C:36]([F:39])=[CH:35][C:34]=2[CH3:40])[C@H:30]([NH:41][CH3:42])[CH2:29]1)[C:22]1[CH:27]=[CH:26][CH:25]=[CH:24][CH:23]=1.C(N(C(C)C)C(C)C)C. (8) Given the product [CH:5]1([C:11]2[C:12]3[CH:13]=[CH:14][C:15]([C:31]([O:33][CH3:34])=[O:32])=[CH:16][C:17]=3[N:18]3[C:25]=2[C:24]2[CH:26]=[CH:27][CH:28]=[CH:29][C:23]=2[O:22][CH2:21][CH:20]([CH2:30][OH:35])[CH2:19]3)[CH2:6][CH2:7][CH2:8][CH2:9][CH2:10]1, predict the reactants needed to synthesize it. The reactants are: B.CSC.[CH:5]1([C:11]2[C:12]3[CH:13]=[CH:14][C:15]([C:31]([O:33][CH3:34])=[O:32])=[CH:16][C:17]=3[N:18]3[C:25]=2[C:24]2[CH:26]=[CH:27][CH:28]=[CH:29][C:23]=2[O:22][CH2:21][C:20](=[CH2:30])[CH2:19]3)[CH2:10][CH2:9][CH2:8][CH2:7][CH2:6]1.[OH-:35].[Na+].OO.